From a dataset of Forward reaction prediction with 1.9M reactions from USPTO patents (1976-2016). Predict the product of the given reaction. (1) The product is: [O:22]=[C:9]([C:10]1[CH:15]=[CH:14][C:13]([O:16][CH3:17])=[C:12]([O:18][CH3:19])[C:11]=1[O:20][CH3:21])[CH2:8][CH2:7][CH2:6][C:5]([OH:23])=[O:4]. Given the reactants [OH-].[Na+].C[O:4][C:5](=[O:23])[CH2:6][CH2:7][CH2:8][C:9](=[O:22])[C:10]1[CH:15]=[CH:14][C:13]([O:16][CH3:17])=[C:12]([O:18][CH3:19])[C:11]=1[O:20][CH3:21].O, predict the reaction product. (2) Given the reactants [CH3:1][C:2]1([CH3:18])[O:6][B:5]([C:7]2[CH:15]=[CH:14][C:10]([C:11]([OH:13])=O)=[CH:9][CH:8]=2)[O:4][C:3]1([CH3:17])[CH3:16].[NH2:19][C@@H:20]([CH:28]([CH3:30])[CH3:29])[C:21]([O:23][C:24]([CH3:27])([CH3:26])[CH3:25])=[O:22].CN(C(ON1N=NC2C=CC=NC1=2)=[N+](C)C)C.F[P-](F)(F)(F)(F)F.CCN(C(C)C)C(C)C, predict the reaction product. The product is: [CH3:29][CH:28]([CH3:30])[C@H:20]([NH:19][C:11](=[O:13])[C:10]1[CH:9]=[CH:8][C:7]([B:5]2[O:4][C:3]([CH3:17])([CH3:16])[C:2]([CH3:1])([CH3:18])[O:6]2)=[CH:15][CH:14]=1)[C:21]([O:23][C:24]([CH3:27])([CH3:26])[CH3:25])=[O:22]. (3) Given the reactants [CH3:1][C:2]1[CH:7]=[C:6]([O:8][C:9]2[CH:14]=[CH:13][CH:12]=[CH:11][CH:10]=2)[CH:5]=[CH:4][C:3]=1[C:15]1[CH:20]=[CH:19][CH:18]=[CH:17][CH:16]=1.C1C(=O)N(Br)C(=[O:24])C1.N(C(C)(C)C#N)=NC(C)(C)C#N.O, predict the reaction product. The product is: [O:8]([C:6]1[CH:5]=[CH:4][C:3]([C:15]2[CH:20]=[CH:19][CH:18]=[CH:17][CH:16]=2)=[C:2]([CH:7]=1)[CH:1]=[O:24])[C:9]1[CH:14]=[CH:13][CH:12]=[CH:11][CH:10]=1. (4) Given the reactants [N+:1]([C:4]1[CH:5]=[C:6]([NH:11][C:12]2[N:17]=[C:16]([C:18]3[CH:19]=[N:20][CH:21]=[CH:22][CH:23]=3)[CH:15]=[CH:14][N:13]=2)[C:7]([CH3:10])=[N:8][CH:9]=1)([O-])=O.[H][H], predict the reaction product. The product is: [NH2:1][C:4]1[CH:5]=[C:6]([NH:11][C:12]2[N:17]=[C:16]([C:18]3[CH:19]=[N:20][CH:21]=[CH:22][CH:23]=3)[CH:15]=[CH:14][N:13]=2)[C:7]([CH3:10])=[N:8][CH:9]=1. (5) Given the reactants [CH3:1][C:2]([O:5][C:6](=[O:19])[NH:7][N:8]1[C:16](=[O:17])[C:15]2[C:10](=[CH:11][CH:12]=[CH:13][CH:14]=2)[C:9]1=[O:18])([CH3:4])[CH3:3].C(=O)([O-])[O-].[K+].[K+].Br[CH2:27][C:28]1[C:32]([CH3:33])=[N:31][O:30][N:29]=1, predict the reaction product. The product is: [C:2]([O:5][C:6](=[O:19])[N:7]([N:8]1[C:16](=[O:17])[C:15]2[C:10](=[CH:11][CH:12]=[CH:13][CH:14]=2)[C:9]1=[O:18])[CH2:27][C:28]1[C:32]([CH3:33])=[N:31][O:30][N:29]=1)([CH3:1])([CH3:3])[CH3:4]. (6) Given the reactants [N:1]1([C:5]([C:7]2[S:15][C:14]3[C:9](=[N:10][CH:11]=[CH:12][C:13]=3Cl)[CH:8]=2)=[O:6])[CH2:4][CH2:3][CH2:2]1.[CH:17]1([CH2:20][NH:21][C:22]([C:24]2[C:25]3[CH:33]=[CH:32][C:31]([OH:34])=[CH:30][C:26]=3[S:27][C:28]=2[CH3:29])=[O:23])[CH2:19][CH2:18]1.C([O-])([O-])=O.[Cs+].[Cs+], predict the reaction product. The product is: [CH:17]1([CH2:20][NH:21][C:22]([C:24]2[C:25]3[CH:33]=[CH:32][C:31]([O:34][C:13]4[CH:12]=[CH:11][N:10]=[C:9]5[CH:8]=[C:7]([C:5]([N:1]6[CH2:4][CH2:3][CH2:2]6)=[O:6])[S:15][C:14]=45)=[CH:30][C:26]=3[S:27][C:28]=2[CH3:29])=[O:23])[CH2:19][CH2:18]1. (7) Given the reactants C([O:3][C:4]([CH:6]1[O:11][CH2:10][CH2:9][N:8]([CH2:12][C:13]2[CH:18]=[CH:17][CH:16]=[C:15]([O:19][C:20]3[CH:25]=[CH:24][CH:23]=[CH:22][CH:21]=3)[CH:14]=2)[CH2:7]1)=[O:5])C.[OH-].[K+].CO, predict the reaction product. The product is: [O:19]([C:15]1[CH:14]=[C:13]([CH:18]=[CH:17][CH:16]=1)[CH2:12][N:8]1[CH2:9][CH2:10][O:11][CH:6]([C:4]([OH:5])=[O:3])[CH2:7]1)[C:20]1[CH:21]=[CH:22][CH:23]=[CH:24][CH:25]=1.